From a dataset of Full USPTO retrosynthesis dataset with 1.9M reactions from patents (1976-2016). Predict the reactants needed to synthesize the given product. (1) Given the product [CH3:12][O:13][N:14]=[C:15]([C:32]1[N:36]([CH3:1])[N:35]=[N:34][N:33]=1)[C:16]1[CH:21]=[CH:20][CH:19]=[CH:18][C:17]=1[CH2:22][O:23][C:24]1[CH:29]=[C:28]([CH3:30])[CH:27]=[CH:26][C:25]=1[CH3:31].[CH3:12][O:13][N:14]=[C:15]([C:32]1[N:33]=[N:34][N:2]([CH3:5])[N:36]=1)[C:16]1[CH:21]=[CH:20][CH:19]=[CH:18][C:17]=1[CH2:22][O:23][C:24]1[CH:29]=[C:28]([CH3:30])[CH:27]=[CH:26][C:25]=1[CH3:31], predict the reactants needed to synthesize it. The reactants are: [CH3:1][N:2]([CH3:5])C=O.C(=O)([O-])[O-].[K+].[K+].[CH3:12][O:13][N:14]=[C:15]([C:32]1[NH:36][N:35]=[N:34][N:33]=1)[C:16]1[CH:21]=[CH:20][CH:19]=[CH:18][C:17]=1[CH2:22][O:23][C:24]1[CH:29]=[C:28]([CH3:30])[CH:27]=[CH:26][C:25]=1[CH3:31].S(OC)(OC)(=O)=O. (2) Given the product [Br:1][C:2]1[C:3]([Cl:30])=[CH:4][C:5]([NH:23][C:24](=[O:29])[C:25]([F:27])([F:28])[F:26])=[C:6]([C:8]#[C:9][CH:10]([C:12]2[CH:13]=[CH:14][C:15]([CH3:22])=[C:16]([CH:21]=2)[C:17]([O:19][CH3:20])=[O:18])[O:11][C:32]([O:34][CH2:35][CH3:36])=[O:33])[CH:7]=1, predict the reactants needed to synthesize it. The reactants are: [Br:1][C:2]1[C:3]([Cl:30])=[CH:4][C:5]([NH:23][C:24](=[O:29])[C:25]([F:28])([F:27])[F:26])=[C:6]([C:8]#[C:9][CH:10]([C:12]2[CH:13]=[CH:14][C:15]([CH3:22])=[C:16]([CH:21]=2)[C:17]([O:19][CH3:20])=[O:18])[OH:11])[CH:7]=1.Cl[C:32]([O:34][CH2:35][CH3:36])=[O:33].